This data is from Cav3 T-type calcium channel HTS with 100,875 compounds. The task is: Binary Classification. Given a drug SMILES string, predict its activity (active/inactive) in a high-throughput screening assay against a specified biological target. (1) The drug is S=C(NC1CCCC1)NCC(C)C. The result is 0 (inactive). (2) The molecule is FC(F)c1c2c(n(nc2C)c2nc(cc(n2)C)C)nc(c1)C. The result is 0 (inactive).